This data is from Reaction yield outcomes from USPTO patents with 853,638 reactions. The task is: Predict the reaction yield, written as a fraction of the theoretical maximum amount of product (1.0 means a 100% yield; for example, 0.34 means a 34% yield). (1) The reactants are [F:1][C:2]1([CH2:10][C:11]2[CH:19]=[CH:18][C:14]([C:15]([OH:17])=O)=[CH:13][CH:12]=2)[CH2:9][CH2:8][CH2:7][CH2:6][CH2:5][C:4]#[C:3]1.FC(F)(F)C([O-])=O.[O:27]=[C:28]1[CH:32]=[CH:31][C:30](=[O:33])[N:29]1[CH2:34][CH2:35][CH2:36][NH3+:37].ON1C2C=CC=CC=2N=N1. The catalyst is C(Cl)Cl. The product is [O:27]=[C:28]1[CH:32]=[CH:31][C:30](=[O:33])[N:29]1[CH2:34][CH2:35][CH2:36][NH:37][C:15](=[O:17])[C:14]1[CH:13]=[CH:12][C:11]([CH2:10][C:2]2([F:1])[CH2:9][CH2:8][CH2:7][CH2:6][CH2:5][C:4]#[C:3]2)=[CH:19][CH:18]=1. The yield is 0.650. (2) No catalyst specified. The yield is 0.400. The reactants are I[C:2]1[C:10]2[C:5](=[CH:6][N:7]=[C:8]([C:11]3[CH:12]=[N:13][CH:14]=[CH:15][CH:16]=3)[CH:9]=2)[NH:4][N:3]=1.[O:17]1[CH2:21][CH2:20][C:19](B2OC(C)(C)C(C)(C)O2)=[CH:18]1. The product is [O:17]1[CH2:21][CH2:20][C:19]([C:2]2[C:10]3[C:5](=[CH:6][N:7]=[C:8]([C:11]4[CH:12]=[N:13][CH:14]=[CH:15][CH:16]=4)[CH:9]=3)[NH:4][N:3]=2)=[CH:18]1. (3) The reactants are [C:1]([O:5][C:6](=[O:14])[N:7]([CH2:11][CH2:12]Cl)[CH2:8][CH2:9]Cl)([CH3:4])([CH3:3])[CH3:2].[Cl:15][C:16]1[CH:28]=[CH:27][C:19]([CH2:20][C:21]2[CH:26]=[CH:25][N:24]=[CH:23][CH:22]=2)=[CH:18][CH:17]=1.C[Si](C)(C)[N-][Si](C)(C)C.[Na+].CO. The catalyst is C1(C)C=CC=CC=1. The product is [C:1]([O:5][C:6]([N:7]1[CH2:11][CH2:12][C:20]([C:19]2[CH:27]=[CH:28][C:16]([Cl:15])=[CH:17][CH:18]=2)([C:21]2[CH:26]=[CH:25][N:24]=[CH:23][CH:22]=2)[CH2:9][CH2:8]1)=[O:14])([CH3:4])([CH3:3])[CH3:2]. The yield is 0.00700. (4) The reactants are [Cl:1][C:2]1[C:3]([O:10][CH:11]([CH3:13])[CH3:12])=[C:4]([CH2:8][OH:9])[CH:5]=[CH:6][CH:7]=1. The catalyst is C1C=CC=CC=1.O=[Mn]=O. The product is [Cl:1][C:2]1[C:3]([O:10][CH:11]([CH3:13])[CH3:12])=[C:4]([CH:5]=[CH:6][CH:7]=1)[CH:8]=[O:9]. The yield is 0.310. (5) The reactants are [CH:1]([N:4]1[CH2:10][CH2:9][CH2:8][N:7]([C:11]2[CH:21]=[CH:20][C:14]([C:15]([O:17]CC)=O)=[CH:13][CH:12]=2)[CH2:6][CH2:5]1)([CH3:3])[CH3:2].[CH3:22][O:23][C:24]1[CH:25]=[C:26]([CH2:32][CH2:33][C:34]2[CH:35]=[C:36]([NH2:39])[NH:37][N:38]=2)[CH:27]=[C:28]([O:30][CH3:31])[CH:29]=1.C[Al](C)C.C(Cl)Cl.CCOCC. The catalyst is C1(C)C=CC=CC=1. The product is [CH3:31][O:30][C:28]1[CH:27]=[C:26]([CH2:32][CH2:33][C:34]2[CH:35]=[C:36]([NH:39][C:15](=[O:17])[C:14]3[CH:13]=[CH:12][C:11]([N:7]4[CH2:8][CH2:9][CH2:10][N:4]([CH:1]([CH3:2])[CH3:3])[CH2:5][CH2:6]4)=[CH:21][CH:20]=3)[NH:37][N:38]=2)[CH:25]=[C:24]([O:23][CH3:22])[CH:29]=1. The yield is 0.429. (6) The product is [C:1]([C:5]1[CH:9]=[C:8]([NH:10][C:29]([NH:28][C:25]2[CH:26]=[CH:27][C:22]([Cl:21])=[CH:23][CH:24]=2)=[O:30])[N:7]([C:11]2[CH:16]=[CH:15][CH:14]=[C:13]([CH2:17][NH2:18])[CH:12]=2)[N:6]=1)([CH3:4])([CH3:3])[CH3:2]. The reactants are [C:1]([C:5]1[CH:9]=[C:8]([NH2:10])[N:7]([C:11]2[CH:16]=[CH:15][CH:14]=[C:13]([CH2:17][N:18]=[N+]=[N-])[CH:12]=2)[N:6]=1)([CH3:4])([CH3:3])[CH3:2].[Cl:21][C:22]1[CH:27]=[CH:26][C:25]([N:28]=[C:29]=[O:30])=[CH:24][CH:23]=1.N1C=CC=CC=1.O. The catalyst is C1COCC1. The yield is 0.970.